From a dataset of Forward reaction prediction with 1.9M reactions from USPTO patents (1976-2016). Predict the product of the given reaction. (1) Given the reactants [CH3:1][O:2][C:3]1[CH:11]=[C:10]2[C:6]([CH2:7][N:8]([C:13]3[CH:14]=[C:15]4[C:20](=[CH:21][CH:22]=3)[N+:19]([O-])=[CH:18][CH:17]=[CH:16]4)[C:9]2=[O:12])=[CH:5][CH:4]=1.C(OC(=O)C)(=[O:26])C, predict the reaction product. The product is: [CH3:1][O:2][C:3]1[CH:11]=[C:10]2[C:6]([CH2:7][N:8]([C:13]3[CH:14]=[C:15]4[C:20](=[CH:21][CH:22]=3)[NH:19][C:18](=[O:26])[CH:17]=[CH:16]4)[C:9]2=[O:12])=[CH:5][CH:4]=1. (2) Given the reactants CC(C)([O-])C.[K+].[Br:7][C:8]1[CH:17]=[C:16]2[C:11]([CH:12]=[CH:13][C:14]([OH:18])=[CH:15]2)=[CH:10][CH:9]=1.Br[CH2:20][O:21][CH2:22][C:23]([O:25][CH3:26])=[O:24].BrC(OC)C(OC)=O.[Na+].[Cl-], predict the reaction product. The product is: [Br:7][C:8]1[CH:17]=[C:16]2[C:11]([CH:12]=[CH:13][C:14]([O:18][CH:22]([O:21][CH3:20])[C:23]([O:25][CH3:26])=[O:24])=[CH:15]2)=[CH:10][CH:9]=1. (3) Given the reactants [NH2:1][C:2]1[CH:7]=[CH:6][C:5]([NH:8][C:9](=[O:11])[CH3:10])=[CH:4][CH:3]=1.Cl[C:13]1[CH:18]=[C:17]([O:19][C:20]2[CH:21]=[C:22]([CH3:33])[C:23]([CH3:32])=[N:24][C:25]=2[C:26]2[CH:31]=[CH:30][CH:29]=[CH:28][N:27]=2)[CH:16]=[CH:15][N:14]=1, predict the reaction product. The product is: [CH3:33][C:22]1[CH:21]=[C:20]([O:19][C:17]2[CH:16]=[CH:15][N:14]=[C:13]([NH:1][C:2]3[CH:3]=[CH:4][C:5]([NH:8][C:9](=[O:11])[CH3:10])=[CH:6][CH:7]=3)[CH:18]=2)[C:25]([C:26]2[CH:31]=[CH:30][CH:29]=[CH:28][N:27]=2)=[N:24][C:23]=1[CH3:32].